This data is from Peptide-MHC class I binding affinity with 185,985 pairs from IEDB/IMGT. The task is: Regression. Given a peptide amino acid sequence and an MHC pseudo amino acid sequence, predict their binding affinity value. This is MHC class I binding data. (1) The peptide sequence is TELTYLQYGW. The MHC is Mamu-A11 with pseudo-sequence Mamu-A11. The binding affinity (normalized) is 0.510. (2) The peptide sequence is AVAVARVAA. The MHC is HLA-B51:01 with pseudo-sequence HLA-B51:01. The binding affinity (normalized) is 0.0847. (3) The peptide sequence is EDQFLPFMS. The MHC is HLA-B45:01 with pseudo-sequence HLA-B45:01. The binding affinity (normalized) is 0.0680.